From a dataset of Aqueous solubility values for 9,982 compounds from the AqSolDB database. Regression/Classification. Given a drug SMILES string, predict its absorption, distribution, metabolism, or excretion properties. Task type varies by dataset: regression for continuous measurements (e.g., permeability, clearance, half-life) or binary classification for categorical outcomes (e.g., BBB penetration, CYP inhibition). For this dataset (solubility_aqsoldb), we predict Y. (1) The compound is COCCOCCOCCO. The Y is 0.785 log mol/L. (2) The drug is Clc1ccc(Cl)c(-c2cc(Cl)c(Cl)c(Cl)c2)c1. The Y is -7.31 log mol/L. (3) The molecule is Oc1c(Cl)cc(Cl)c(Cl)c1Cl. The Y is -3.10 log mol/L. (4) The molecule is CCCOCCC. The Y is -1.32 log mol/L.